Dataset: Full USPTO retrosynthesis dataset with 1.9M reactions from patents (1976-2016). Task: Predict the reactants needed to synthesize the given product. Given the product [O:40]=[C:39]1[N:1]([CH2:2][CH2:3][CH2:4][N:5]([CH3:15])[S:6]([C:9]2[CH:14]=[CH:13][CH:12]=[CH:11][CH:10]=2)(=[O:8])=[O:7])[C:19]2[CH2:18][CH2:17][S:16][CH2:21][C:20]=2[C:42](=[O:43])[NH:41]1, predict the reactants needed to synthesize it. The reactants are: [NH2:1][CH2:2][CH2:3][CH2:4][N:5]([CH3:15])[S:6]([C:9]1[CH:14]=[CH:13][CH:12]=[CH:11][CH:10]=1)(=[O:8])=[O:7].[S:16]1[CH2:21][CH2:20][C:19](=O)[CH2:18][CH2:17]1.C12(CS(O)(=O)=O)C(C)(C)C(CC1)CC2=O.Cl[C:39]([N:41]=[C:42]=[O:43])=[O:40].